From a dataset of M1 muscarinic receptor agonist screen with 61,833 compounds. Binary Classification. Given a drug SMILES string, predict its activity (active/inactive) in a high-throughput screening assay against a specified biological target. (1) The compound is O=C(Nc1cc(OC)c(OC)cc1)C1CN(CCC1)c1n2ncnc2nc2c1CCC2. The result is 0 (inactive). (2) The drug is Fc1c(NCCNC=2CCCC(=O)C2)c(F)c(F)c(c1F)CO. The result is 0 (inactive). (3) The drug is S(CC(=O)N(CC)CC)c1ncnc2n(nnc12)c1ccc(F)cc1. The result is 0 (inactive). (4) The compound is Fc1ccc(CCn2c(c(cc2C)C(=O)Cn2ncnc2)C)cc1. The result is 0 (inactive). (5) The drug is O(C(=O)C=1N=C(C(/C1C)=C/NO)C)CC. The result is 0 (inactive). (6) The compound is S1C(c2c(n([nH]c2=O)C2CC(OCC2)(C)C)NC(=O)C1)c1ccc(F)cc1. The result is 0 (inactive).